This data is from Forward reaction prediction with 1.9M reactions from USPTO patents (1976-2016). The task is: Predict the product of the given reaction. (1) Given the reactants Cl[C:2]1[N:3]([CH2:19][C:20]2[CH:25]=[CH:24][C:23]([O:26][CH3:27])=[CH:22][CH:21]=2)[C:4]([CH3:18])=[C:5]2[C:10]=1[C:9](=[O:11])[N:8]([CH3:12])[C:7](=[O:13])[N:6]2[CH2:14][CH:15]([CH3:17])[CH3:16].[C:28]1([OH:34])[CH:33]=[CH:32][CH:31]=[CH:30][CH:29]=1.C(=O)([O-])[O-].[Cs+].[Cs+], predict the reaction product. The product is: [CH2:14]([N:6]1[C:5]2=[C:4]([CH3:18])[N:3]([CH2:19][C:20]3[CH:25]=[CH:24][C:23]([O:26][CH3:27])=[CH:22][CH:21]=3)[C:2]([O:34][C:28]3[CH:33]=[CH:32][CH:31]=[CH:30][CH:29]=3)=[C:10]2[C:9](=[O:11])[N:8]([CH3:12])[C:7]1=[O:13])[CH:15]([CH3:17])[CH3:16]. (2) The product is: [CH2:1]([N:8]1[CH2:13][CH:12]=[C:11]([N:15]2[CH2:19][CH2:18][CH2:17][CH2:16]2)[CH2:10][CH2:9]1)[C:2]1[CH:7]=[CH:6][CH:5]=[CH:4][CH:3]=1. Given the reactants [CH2:1]([N:8]1[CH2:13][CH2:12][CH2:11][CH2:10][C:9]1=O)[C:2]1[CH:7]=[CH:6][CH:5]=[CH:4][CH:3]=1.[NH:15]1[CH2:19][CH2:18][CH2:17][CH2:16]1.O, predict the reaction product. (3) Given the reactants [CH2:1](N)[CH2:2]CC.[C:6]([N:13]1[CH:17]=[CH:16]N=[CH:14]1)([N:8]1[CH:12]=[CH:11][N:10]=[CH:9]1)=[O:7].O, predict the reaction product. The product is: [CH2:17]([N:13]([CH3:14])[C:6]([N:8]1[CH:12]=[CH:11][N:10]=[CH:9]1)=[O:7])[CH2:16][CH2:1][CH3:2]. (4) The product is: [CH:23]12[CH2:29][CH:26]([CH2:27][CH2:28]1)[CH2:25][CH:24]2[N:14]1[CH2:13][CH2:12][C:11]2([C:17]3[C:22](=[CH:21][CH:20]=[CH:19][CH:18]=3)[C:9]([C:7]([NH:6][CH:3]([CH2:2][CH3:1])[CH2:4][CH3:5])=[O:8])=[CH:10]2)[CH2:16][CH2:15]1. Given the reactants [CH3:1][CH2:2][CH:3]([NH:6][C:7]([C:9]1[C:22]2[C:17](=[CH:18][CH:19]=[CH:20][CH:21]=2)[C:11]2([CH2:16][CH2:15][NH:14][CH2:13][CH2:12]2)[CH:10]=1)=[O:8])[CH2:4][CH3:5].[C@H:23]12[CH2:29][C@H:26]([CH2:27][CH2:28]1)[CH2:25][C:24]2=O.C(O[BH-](OC(=O)C)OC(=O)C)(=O)C.[Na+], predict the reaction product. (5) The product is: [F:21][C:22]([F:27])([F:26])[C:23]([OH:25])=[O:24].[CH3:1][N:2]1[C:8]2[CH:9]=[CH:10][CH:11]=[CH:12][C:7]=2[CH2:6][NH:5][CH2:4][C:3]1=[O:20]. Given the reactants [CH3:1][N:2]1[C:8]2[CH:9]=[CH:10][CH:11]=[CH:12][C:7]=2[CH2:6][N:5](C(OC(C)(C)C)=O)[CH2:4][C:3]1=[O:20].[F:21][C:22]([F:27])([F:26])[C:23]([OH:25])=[O:24], predict the reaction product. (6) Given the reactants C([O:3][C:4](=[O:39])[CH2:5][O:6][C:7]1[CH:12]=[C:11]([CH:13]([CH3:15])[CH3:14])[CH:10]=[CH:9][C:8]=1[CH2:16][CH2:17][N:18]([S:26]([C:29]1[CH:34]=[C:33]([C:35](=[NH:37])[NH2:36])[CH:32]=[CH:31][C:30]=1[OH:38])(=[O:28])=[O:27])[CH2:19][C:20]1[N:21]=[C:22]([CH3:25])[S:23][CH:24]=1)C.[OH-].[Na+], predict the reaction product. The product is: [C:35]([C:33]1[CH:32]=[CH:31][C:30]([OH:38])=[C:29]([S:26]([N:18]([CH2:19][C:20]2[N:21]=[C:22]([CH3:25])[S:23][CH:24]=2)[CH2:17][CH2:16][C:8]2[CH:9]=[CH:10][C:11]([CH:13]([CH3:14])[CH3:15])=[CH:12][C:7]=2[O:6][CH2:5][C:4]([OH:39])=[O:3])(=[O:27])=[O:28])[CH:34]=1)(=[NH:36])[NH2:37]. (7) Given the reactants [CH3:1][O:2][C:3]1[CH:43]=[C:42]([O:44][CH3:45])[CH:41]=[CH:40][C:4]=1[CH2:5][NH:6][C:7]1[C:8]2[CH:15]=[CH:14][N:13]([C@H:16]3[C@@H:20]4[O:21][C:22]([CH3:25])([CH3:24])[O:23][C@@H:19]4[C@@H:18]([CH2:26][N:27]([CH:37]([CH3:39])[CH3:38])[CH:28]4[CH2:31][CH:30]([CH2:32][CH2:33][C:34](O)=O)[CH2:29]4)[CH2:17]3)[C:9]=2[N:10]=[CH:11][N:12]=1.[C:46]([C:50]1[CH:51]=[C:52]([NH2:57])[C:53]([NH2:56])=[CH:54][CH:55]=1)([CH3:49])([CH3:48])[CH3:47].C(N(CC)C(C)C)(C)C, predict the reaction product. The product is: [C:46]([C:50]1[CH:55]=[CH:54][C:53]2[NH:56][C:34]([CH2:33][CH2:32][CH:30]3[CH2:31][CH:28]([N:27]([CH2:26][C@@H:18]4[C@H:19]5[O:23][C:22]([CH3:24])([CH3:25])[O:21][C@H:20]5[C@H:16]([N:13]5[C:9]6[N:10]=[CH:11][N:12]=[C:7]([NH:6][CH2:5][C:4]7[CH:40]=[CH:41][C:42]([O:44][CH3:45])=[CH:43][C:3]=7[O:2][CH3:1])[C:8]=6[CH:15]=[CH:14]5)[CH2:17]4)[CH:37]([CH3:38])[CH3:39])[CH2:29]3)=[N:57][C:52]=2[CH:51]=1)([CH3:49])([CH3:47])[CH3:48]. (8) Given the reactants [CH3:1][O:2][C:3]([C:5]1[N:10]=[CH:9][C:8]2[N:11]=[C:12]([C:14]3[CH:19]=[CH:18][CH:17]=[CH:16][CH:15]=3)[O:13][C:7]=2[C:6]=1[OH:20])=[O:4].[Br:21]N1C(=O)CCC1=O.C(OOC(=O)C1C=CC=CC=1)(=O)C1C=CC=CC=1, predict the reaction product. The product is: [CH3:1][O:2][C:3]([C:5]1[N:10]=[C:9]([Br:21])[C:8]2[N:11]=[C:12]([C:14]3[CH:15]=[CH:16][CH:17]=[CH:18][CH:19]=3)[O:13][C:7]=2[C:6]=1[OH:20])=[O:4]. (9) Given the reactants CN([CH:4]=[C:5]1[C:11](=O)[C:10]2[CH:13]=[CH:14][CH:15]=[CH:16][C:9]=2[NH:8][C:7](=[O:17])[CH2:6]1)C.Cl.[C:19]([NH2:24])(=[NH:23])[CH:20]([CH3:22])[CH3:21], predict the reaction product. The product is: [CH3:21][CH:20]([C:19]1[N:23]=[CH:4][C:5]2[CH2:6][C:7](=[O:17])[NH:8][C:9]3[CH:16]=[CH:15][CH:14]=[CH:13][C:10]=3[C:11]=2[N:24]=1)[CH3:22]. (10) Given the reactants Br[CH2:2][C:3]([CH3:31])([CH3:30])[CH2:4][NH:5][C:6]([C:8]1[CH:9]=[N:10][N:11]2[CH:16]=[CH:15][C:14]([N:17]3[CH2:21][CH2:20][CH2:19][C@@H:18]3[C:22]3[C:23]([OH:29])=[N:24][CH:25]=[C:26]([F:28])[CH:27]=3)=[N:13][C:12]=12)=[O:7].CC([O-])(C)C.[K+], predict the reaction product. The product is: [F:28][C:26]1[CH:27]=[C:22]2[C:23](=[O:29])[N:24]([CH:25]=1)[CH2:2][C:3]([CH3:31])([CH3:30])[CH2:4][NH:5][C:6](=[O:7])[C:8]1=[C:12]3[N:13]=[C:14]([CH:15]=[CH:16][N:11]3[N:10]=[CH:9]1)[N:17]1[C@@H:18]2[CH2:19][CH2:20][CH2:21]1.